This data is from Catalyst prediction with 721,799 reactions and 888 catalyst types from USPTO. The task is: Predict which catalyst facilitates the given reaction. (1) Reactant: COCCO[AlH2-]OCCOC.[Na+].[NH:13]1[C:17]2[CH:18]=[CH:19][CH:20]=[CH:21][C:16]=2[N:15]=[C:14]1[CH2:22][CH2:23][CH2:24][N:25]([CH3:43])[C:26](=O)[CH2:27][C:28]1([OH:41])[CH2:33][CH:32]2[CH2:34][CH2:35][CH:29]1[CH:30]=[C:31]2[C:36]1[S:37][CH:38]=[CH:39][CH:40]=1.[OH-].[Na+]. Product: [NH:13]1[C:17]2[CH:18]=[CH:19][CH:20]=[CH:21][C:16]=2[N:15]=[C:14]1[CH2:22][CH2:23][CH2:24][N:25]([CH3:43])[CH2:26][CH2:27][C:28]1([OH:41])[CH2:33][CH:32]2[CH2:34][CH2:35][CH:29]1[CH:30]=[C:31]2[C:36]1[S:37][CH:38]=[CH:39][CH:40]=1. The catalyst class is: 11. (2) Reactant: [Br:1][C:2]1[CH:7]=[C:6]([C:8]([F:11])([F:10])[F:9])[CH:5]=[CH:4][C:3]=1[S:12]([NH:15][C:16]1[CH:20]=[CH:19][S:18][C:17]=1[C:21]([O:23]C)=[O:22])(=[O:14])=[O:13].[OH-].[Li+]. Product: [Br:1][C:2]1[CH:7]=[C:6]([C:8]([F:10])([F:9])[F:11])[CH:5]=[CH:4][C:3]=1[S:12]([NH:15][C:16]1[CH:20]=[CH:19][S:18][C:17]=1[C:21]([OH:23])=[O:22])(=[O:14])=[O:13]. The catalyst class is: 83. (3) The catalyst class is: 198. Reactant: [N:1]1[CH:6]=[CH:5][CH:4]=[C:3]([C:7]2[CH:8]=[C:9]([C:12]3[CH:17]=[C:16]([O:18][CH3:19])[C:15]([O:20][CH3:21])=[C:14]([O:22][CH3:23])[CH:13]=3)[NH:10][CH:11]=2)[CH:2]=1.[CH3:24][O:25][C:26]1[CH:31]=[CH:30][C:29]([S:32](Cl)(=[O:34])=[O:33])=[CH:28][CH:27]=1. Product: [CH3:24][O:25][C:26]1[CH:27]=[CH:28][C:29]([S:32]([N:10]2[CH:11]=[C:7]([C:3]3[CH:2]=[N:1][CH:6]=[CH:5][CH:4]=3)[CH:8]=[C:9]2[C:12]2[CH:13]=[C:14]([O:22][CH3:23])[C:15]([O:20][CH3:21])=[C:16]([O:18][CH3:19])[CH:17]=2)(=[O:34])=[O:33])=[CH:30][CH:31]=1.